Dataset: Forward reaction prediction with 1.9M reactions from USPTO patents (1976-2016). Task: Predict the product of the given reaction. (1) The product is: [Cl:30][C:27]1[CH:28]=[CH:29][C:24]([C:21]2[O:22][CH:23]=[C:19]([CH2:18][S:17][C:4]3[C:5]([C:15]#[N:16])=[C:6]([C:10]4[S:14][CH:13]=[N:12][CH:11]=4)[C:7]([C:8]#[N:9])=[C:2]([N:32]4[CH2:35][CH:34]([OH:36])[CH2:33]4)[N:3]=3)[N:20]=2)=[CH:25][CH:26]=1. Given the reactants Cl[C:2]1[C:7]([C:8]#[N:9])=[C:6]([C:10]2[S:14][CH:13]=[N:12][CH:11]=2)[C:5]([C:15]#[N:16])=[C:4]([S:17][CH2:18][C:19]2[N:20]=[C:21]([C:24]3[CH:29]=[CH:28][C:27]([Cl:30])=[CH:26][CH:25]=3)[O:22][CH:23]=2)[N:3]=1.Cl.[NH:32]1[CH2:35][CH:34]([OH:36])[CH2:33]1.C(N(C(C)C)C(C)C)C, predict the reaction product. (2) Given the reactants [F:1][C:2]1[CH:10]=[C:9]([N+:11]([O-:13])=[O:12])[CH:8]=[CH:7][C:3]=1[C:4](O)=[O:5].S(Cl)([Cl:16])=O, predict the reaction product. The product is: [F:1][C:2]1[CH:10]=[C:9]([N+:11]([O-:13])=[O:12])[CH:8]=[CH:7][C:3]=1[C:4]([Cl:16])=[O:5].